From a dataset of Full USPTO retrosynthesis dataset with 1.9M reactions from patents (1976-2016). Predict the reactants needed to synthesize the given product. (1) The reactants are: C(Cl)(=O)C(Cl)=O.CS(C)=O.[Si:11]([O:18][C@H:19]([CH2:61][O:62][Si:63]([C:66]([CH3:69])([CH3:68])[CH3:67])([CH3:65])[CH3:64])[CH2:20][C@H:21]1[O:25][C@@H:24]([CH2:26][C@@H:27]2[C:32](=[CH2:33])[C@H:31]([CH3:34])[CH2:30][C@H:29]([CH2:35][CH2:36][C@H:37]3[C:41](=[CH2:42])[CH2:40][C@H:39]([CH2:43][CH2:44][CH2:45][O:46][Si](CC)(CC)CC)[O:38]3)[O:28]2)[C@H:23]([CH2:54][C:55]([O:57][CH3:58])=[O:56])[C@H:22]1[O:59][CH3:60])([C:14]([CH3:17])([CH3:16])[CH3:15])([CH3:13])[CH3:12].C(N(CC)CC)C. Given the product [Si:11]([O:18][C@H:19]([CH2:61][O:62][Si:63]([C:66]([CH3:67])([CH3:69])[CH3:68])([CH3:64])[CH3:65])[CH2:20][C@H:21]1[O:25][C@@H:24]([CH2:26][C@@H:27]2[C:32](=[CH2:33])[C@H:31]([CH3:34])[CH2:30][C@H:29]([CH2:35][CH2:36][C@H:37]3[C:41](=[CH2:42])[CH2:40][C@H:39]([CH2:43][CH2:44][CH:45]=[O:46])[O:38]3)[O:28]2)[C@H:23]([CH2:54][C:55]([O:57][CH3:58])=[O:56])[C@H:22]1[O:59][CH3:60])([C:14]([CH3:17])([CH3:16])[CH3:15])([CH3:13])[CH3:12], predict the reactants needed to synthesize it. (2) The reactants are: [OH:1][C:2]1[CH:7]=[C:6]([CH3:8])[N:5]([C:9]2[CH:10]=[C:11]([CH:16]=[CH:17][CH:18]=2)[C:12]([O:14][CH3:15])=[O:13])[C:4](=[O:19])[CH:3]=1.C([O-])([O-])=O.[K+].[K+].[F:26][C:27]1[CH:34]=[C:33]([F:35])[CH:32]=[CH:31][C:28]=1[CH2:29]Br. Given the product [F:26][C:27]1[CH:34]=[C:33]([F:35])[CH:32]=[CH:31][C:28]=1[CH2:29][O:1][C:2]1[CH:7]=[C:6]([CH3:8])[N:5]([C:9]2[CH:10]=[C:11]([CH:16]=[CH:17][CH:18]=2)[C:12]([O:14][CH3:15])=[O:13])[C:4](=[O:19])[CH:3]=1, predict the reactants needed to synthesize it. (3) Given the product [CH3:22][C:23]1([CH3:41])[CH:25]([CH2:26][N:27]2[C:35](=[O:36])[C:34]3[C:29](=[CH:30][CH:31]=[CH:32][CH:33]=3)[C:28]2=[O:37])[CH:24]1[C:38]([OH:40])=[O:39], predict the reactants needed to synthesize it. The reactants are: CC1(C)C2C1COC2=O.[K].C1(=O)NC(=O)C2=CC=CC=C12.[CH3:22][C:23]1([CH3:41])[CH:25]([CH2:26][N:27]2[C:35](=[O:36])[C:34]3[C:29](=[CH:30][CH:31]=[CH:32][CH:33]=3)[C:28]2=[O:37])[CH:24]1[C:38]([O-:40])=[O:39].[K+].Cl. (4) Given the product [Cl:1][C:2]1[CH:8]=[C:6]2[C:5]([CH:11]=[C:10]([C:12]3[CH:17]=[CH:16][C:15]([F:18])=[CH:14][CH:13]=3)[NH:7]2)=[CH:4][CH:3]=1, predict the reactants needed to synthesize it. The reactants are: [Cl:1][C:2]1[CH:3]=[CH:4][C:5](I)=[C:6]([CH:8]=1)[NH2:7].[C:10]([C:12]1[CH:17]=[CH:16][C:15]([F:18])=[CH:14][CH:13]=1)#[CH:11].C(=O)([O-])[O-].[Ca+2].